From a dataset of Peptide-MHC class I binding affinity with 185,985 pairs from IEDB/IMGT. Regression. Given a peptide amino acid sequence and an MHC pseudo amino acid sequence, predict their binding affinity value. This is MHC class I binding data. The peptide sequence is MTSCCSCLK. The MHC is HLA-A31:01 with pseudo-sequence HLA-A31:01. The binding affinity (normalized) is 0.534.